Task: Predict which catalyst facilitates the given reaction.. Dataset: Catalyst prediction with 721,799 reactions and 888 catalyst types from USPTO (1) The catalyst class is: 5. Product: [Br:1][C:2]1[CH:3]=[C:4]([S:8][CH3:9])[CH:5]=[CH:6][CH:7]=1. Reactant: [Br:1][C:2]1[CH:3]=[C:4]([SH:8])[CH:5]=[CH:6][CH:7]=1.[CH3:9][O-].[Na+].CI.[OH-].[Na+]. (2) Reactant: C(OC([NH:8][CH2:9][C@@H:10]([N:12]1[C:16]2=[N:17][C:18]([C:21]([O:23][CH2:24][CH3:25])=[O:22])=[CH:19][CH:20]=[C:15]2[CH:14]=[C:13]1[C:26]([O:28][CH2:29][CH3:30])=[O:27])[CH3:11])=O)(C)(C)C.C(O)(C(F)(F)F)=O. Product: [NH2:8][CH2:9][C@@H:10]([N:12]1[C:16]2=[N:17][C:18]([C:21]([O:23][CH2:24][CH3:25])=[O:22])=[CH:19][CH:20]=[C:15]2[CH:14]=[C:13]1[C:26]([O:28][CH2:29][CH3:30])=[O:27])[CH3:11]. The catalyst class is: 2. (3) Reactant: [Br:1][C:2]1[CH:3]=[CH:4][C:5]([F:26])=[C:6]([C@:8]([NH:19][S@@:20]([C:22]([CH3:25])([CH3:24])[CH3:23])=[O:21])([CH2:17][F:18])[CH2:9][C:10](OC(C)(C)C)=[O:11])[CH:7]=1.[BH4-].[Li+].CO. Product: [Br:1][C:2]1[CH:3]=[CH:4][C:5]([F:26])=[C:6]([C@@:8]([NH:19][S@@:20]([C:22]([CH3:24])([CH3:23])[CH3:25])=[O:21])([CH2:9][CH2:10][OH:11])[CH2:17][F:18])[CH:7]=1. The catalyst class is: 1. (4) Reactant: [C:1]([O:5][C:6]([N:8]1[CH2:13][CH2:12][CH:11]([NH2:14])[CH2:10][CH2:9]1)=[O:7])([CH3:4])([CH3:3])[CH3:2].[H-].[Na+].[Cl:17][C:18]1[N:23]=[C:22](Cl)[CH:21]=[C:20]([Cl:25])[N:19]=1. Product: [C:1]([O:5][C:6]([N:8]1[CH2:13][CH2:12][CH:11]([NH:14][C:22]2[CH:21]=[C:20]([Cl:25])[N:19]=[C:18]([Cl:17])[N:23]=2)[CH2:10][CH2:9]1)=[O:7])([CH3:4])([CH3:2])[CH3:3]. The catalyst class is: 3. (5) Reactant: C([O-])([O-])=O.[K+].[K+].[CH2:7]([O:14][C:15]1[CH:20]=[C:19]([CH2:21][CH3:22])[CH:18]=[CH:17][C:16]=1[OH:23])[C:8]1[CH:13]=[CH:12][CH:11]=[CH:10][CH:9]=1.[F:24][C:25]1[CH:30]=[CH:29][CH:28]=[C:27](F)[N:26]=1. Product: [CH2:7]([O:14][C:15]1[CH:20]=[C:19]([CH2:21][CH3:22])[CH:18]=[CH:17][C:16]=1[O:23][C:27]1[CH:28]=[CH:29][CH:30]=[C:25]([F:24])[N:26]=1)[C:8]1[CH:13]=[CH:12][CH:11]=[CH:10][CH:9]=1. The catalyst class is: 10. (6) Reactant: [CH3:1][S:2](Cl)(=[O:4])=[O:3].[CH3:6][O:7][C:8](=[O:34])/[CH:9]=[CH:10]/[C:11]1[CH:12]=[C:13]2[C:30](=[CH:31][CH:32]=1)[O:29][C:16]1([CH2:21][CH2:20][N:19](C(OC(C)(C)C)=O)[CH2:18][CH2:17]1)[CH2:15][C:14]2=[O:33]. Product: [CH3:6][O:7][C:8](=[O:34])/[CH:9]=[CH:10]/[C:11]1[CH:12]=[C:13]2[C:30](=[CH:31][CH:32]=1)[O:29][C:16]1([CH2:17][CH2:18][N:19]([S:2]([CH3:1])(=[O:4])=[O:3])[CH2:20][CH2:21]1)[CH2:15][C:14]2=[O:33]. The catalyst class is: 2. (7) Reactant: [C:1]([O:5][C:6]([NH:8][C:9]1[S:13][CH:12]=[N:11][C:10]=1[C:14]([O:16][CH2:17][CH3:18])=[O:15])=[O:7])([CH3:4])([CH3:3])[CH3:2].[I:19]N1C(=O)CCC1=O. Product: [C:1]([O:5][C:6]([NH:8][C:9]1[S:13][C:12]([I:19])=[N:11][C:10]=1[C:14]([O:16][CH2:17][CH3:18])=[O:15])=[O:7])([CH3:4])([CH3:3])[CH3:2]. The catalyst class is: 3.